From a dataset of Full USPTO retrosynthesis dataset with 1.9M reactions from patents (1976-2016). Predict the reactants needed to synthesize the given product. (1) Given the product [CH3:27][N:28]([CH3:63])[CH2:29][CH2:30][N:31]([CH3:62])[C:32]([N:34]1[CH:38]([C:39]2[CH:44]=[CH:43][CH:42]=[C:41]([OH:45])[CH:40]=2)[CH:37]2[CH2:53][O:54][C:55]3[CH:56]=[CH:57][C:58]([F:61])=[CH:59][C:60]=3[C:36]2=[N:35]1)=[O:33], predict the reactants needed to synthesize it. The reactants are: CN(C)C(N1C(C2C=CC=C(O)C=2)C2COC3C=CC(F)=CC=3C2=N1)=O.[CH3:27][N:28]([CH3:63])[CH2:29][CH2:30][N:31]([CH3:62])[C:32]([N:34]1[CH:38]([C:39]2[CH:44]=[CH:43][CH:42]=[C:41]([O:45]CC3C=CC=CC=3)[CH:40]=2)[CH:37]2[CH2:53][O:54][C:55]3[CH:56]=[CH:57][C:58]([F:61])=[CH:59][C:60]=3[C:36]2=[N:35]1)=[O:33]. (2) Given the product [C:1]([N:4]([CH2:18][C:19]1[CH:24]=[CH:23][CH:22]=[CH:21][C:20]=1[CH:25]=[O:26])[C:5]1[CH:10]=[CH:9][CH:8]=[CH:7][C:6]=1[O:11][C:12]1[CH:17]=[CH:16][CH:15]=[CH:14][CH:13]=1)(=[O:3])[CH3:2], predict the reactants needed to synthesize it. The reactants are: [C:1]([N:4]([CH2:18][C:19]1[CH:24]=[CH:23][CH:22]=[CH:21][C:20]=1[CH:25]1OCC[O:26]1)[C:5]1[CH:10]=[CH:9][CH:8]=[CH:7][C:6]=1[O:11][C:12]1[CH:17]=[CH:16][CH:15]=[CH:14][CH:13]=1)(=[O:3])[CH3:2].O.C1(C)C=CC(S(O)(=O)=O)=CC=1.C(=O)(O)[O-].[Na+]. (3) Given the product [C:12]([O:16][C:17]([N:19]1[CH2:11][CH2:10][CH2:9][C@@H:8]1[CH:7]=[CH2:6])=[O:18])([CH3:15])([CH3:14])[CH3:13], predict the reactants needed to synthesize it. The reactants are: [Li]CCCC.[CH3:6][CH2:7][CH2:8][CH2:9][CH2:10][CH3:11].[C:12]([O:16][C:17]([N:19]1CCC[C@@H]1C=O)=[O:18])([CH3:15])([CH3:14])[CH3:13]. (4) Given the product [F:1][C:2]1[CH:3]=[C:4]([NH:5][S:40]([CH:37]2[CH2:39][CH2:38]2)(=[O:42])=[O:41])[CH:6]=[CH:7][C:8]=1[C:9]1[C:18]2[C:13](=[CH:14][C:15]([O:21][CH2:22][CH2:23][CH2:24][N:25]3[CH2:30][CH2:29][CH2:28][CH2:27][CH2:26]3)=[C:16]([O:19][CH3:20])[CH:17]=2)[N:12]=[CH:11][N:10]=1, predict the reactants needed to synthesize it. The reactants are: [F:1][C:2]1[CH:3]=[C:4]([CH:6]=[CH:7][C:8]=1[C:9]1[CH:18]2[CH:13]([CH:14]=[C:15]([O:21][CH2:22][CH2:23][CH2:24][N:25]3[CH2:30][CH2:29][CH2:28][CH2:27][CH2:26]3)[C:16]([O:19][CH3:20])=[CH:17]2)[N:12]=[CH:11][N:10]=1)[NH2:5].N1C=CC=CC=1.[CH:37]1([S:40](Cl)(=[O:42])=[O:41])[CH2:39][CH2:38]1. (5) Given the product [CH2:1]([O:3][CH:4]([O:8][CH2:9][CH3:10])[CH2:5][C:6]#[C:7][C:16]([NH:26][C:24]1[S:23][N:22]=[C:21]([CH3:20])[CH:25]=1)=[O:18])[CH3:2], predict the reactants needed to synthesize it. The reactants are: [CH2:1]([O:3][CH:4]([O:8][CH2:9][CH3:10])[CH2:5][C:6]#[CH:7])[CH3:2].C([Li])CCC.[C:16](=[O:18])=O.Cl.[CH3:20][C:21]1[CH:25]=[C:24]([NH2:26])[S:23][N:22]=1.CN(C(ON1N=NC2C=CC=NC1=2)=[N+](C)C)C.F[P-](F)(F)(F)(F)F.CCN(C(C)C)C(C)C.CN(C)C(=O)N(C)C. (6) The reactants are: [C:1]1([C:11]([N:13]2[CH2:18][CH2:17][N:16]([CH2:19][CH2:20][C:21]3[CH:26]=[CH:25][C:24]([OH:27])=[CH:23][CH:22]=3)[CH2:15][CH2:14]2)=[O:12])[C:10]2[C:5](=[CH:6][CH:7]=[CH:8][CH:9]=2)[CH:4]=[CH:3][CH:2]=1.Br[CH2:29][CH2:30][Cl:31]. Given the product [Cl:31][CH2:30][CH2:29][O:27][C:24]1[CH:25]=[CH:26][C:21]([CH2:20][CH2:19][N:16]2[CH2:17][CH2:18][N:13]([C:11]([C:1]3[C:10]4[C:5](=[CH:6][CH:7]=[CH:8][CH:9]=4)[CH:4]=[CH:3][CH:2]=3)=[O:12])[CH2:14][CH2:15]2)=[CH:22][CH:23]=1, predict the reactants needed to synthesize it.